Dataset: Peptide-MHC class I binding affinity with 185,985 pairs from IEDB/IMGT. Task: Regression. Given a peptide amino acid sequence and an MHC pseudo amino acid sequence, predict their binding affinity value. This is MHC class I binding data. (1) The peptide sequence is RPAPGGKAY. The MHC is HLA-B51:01 with pseudo-sequence HLA-B51:01. The binding affinity (normalized) is 0.0847. (2) The binding affinity (normalized) is 0. The peptide sequence is GEMWAQDAA. The MHC is HLA-B57:01 with pseudo-sequence HLA-B57:01. (3) The peptide sequence is VKKLWGHLP. The MHC is HLA-B07:02 with pseudo-sequence HLA-B07:02. The binding affinity (normalized) is 0.